Dataset: Forward reaction prediction with 1.9M reactions from USPTO patents (1976-2016). Task: Predict the product of the given reaction. (1) Given the reactants FC1[CH:7]=[CH:6][C:5]([C@@H:8]2[O:12][CH:11]=[N:10][C@H:9]2C([O-])=O)=[CH:4]C=1.[K+].Cl.C(N(CC)CC)C.C1C=CC2N(O)N=NC=2C=1.CCN=C=NCCCN(C)C.CC1CCNCC1, predict the reaction product. The product is: [CH3:4][CH:5]1[CH2:8][CH2:9][N:10]([CH:11]=[O:12])[CH2:7][CH2:6]1. (2) Given the reactants [Br:1][C:2]1[CH:3]=[N:4][CH:5]=[C:6]2[C:11]=1[N:10]=[C:9]([C:12]([OH:14])=O)[CH:8]=[CH:7]2.C(N(CC)C(C)C)(C)C.F[P-](F)(F)(F)(F)F.N1(OC(N(C)C)=[N+](C)C)C2N=CC=CC=2N=N1.[N:48]1[CH:53]=[CH:52][C:51]([CH2:54][NH2:55])=[CH:50][CH:49]=1, predict the reaction product. The product is: [N:48]1[CH:53]=[CH:52][C:51]([CH2:54][NH:55][C:12]([C:9]2[CH:8]=[CH:7][C:6]3[C:11](=[C:2]([Br:1])[CH:3]=[N:4][CH:5]=3)[N:10]=2)=[O:14])=[CH:50][CH:49]=1. (3) Given the reactants N1C2C(=NC=CC=2)N([O:10][C:11]2[C:12]3[C:19]([CH3:20])=[C:18]([C:21]([O:23][CH3:24])=[O:22])[S:17][C:13]=3[N:14]=[CH:15][N:16]=2)N=1.[N+:25]([C:28]1[CH:29]=[C:30](B(O)O)[CH:31]=[CH:32][CH:33]=1)([O-:27])=[O:26].C([O-])([O-])=O.[Cs+].[Cs+], predict the reaction product. The product is: [CH3:20][C:19]1[C:12]2[C:11]([O:10][C:32]3[CH:31]=[CH:30][CH:29]=[C:28]([N+:25]([O-:27])=[O:26])[CH:33]=3)=[N:16][CH:15]=[N:14][C:13]=2[S:17][C:18]=1[C:21]([O:23][CH3:24])=[O:22].